From a dataset of Full USPTO retrosynthesis dataset with 1.9M reactions from patents (1976-2016). Predict the reactants needed to synthesize the given product. (1) The reactants are: [Cl:1][CH2:2][CH2:3][CH2:4][O:5][C:6]1[CH:11]=[CH:10][C:9]([C:12]2[CH:17]=[CH:16][C:15]([C:18]([O:20]C)=[O:19])=[CH:14][CH:13]=2)=[CH:8][CH:7]=1.[OH-].[Li+]. Given the product [Cl:1][CH2:2][CH2:3][CH2:4][O:5][C:6]1[CH:7]=[CH:8][C:9]([C:12]2[CH:17]=[CH:16][C:15]([C:18]([OH:20])=[O:19])=[CH:14][CH:13]=2)=[CH:10][CH:11]=1, predict the reactants needed to synthesize it. (2) Given the product [F:23][C:24]1[CH:32]=[C:31]([NH:33][S:34]([C:37]2[CH:38]=[CH:39][C:40]([N:43]3[CH:47]=[CH:46][CH:45]=[CH:44]3)=[CH:41][CH:42]=2)(=[O:36])=[O:35])[CH:30]=[C:29]([F:48])[C:25]=1[C:26]([NH:15][C@H:14]([C:16]([O:18][CH3:19])=[O:17])[CH2:13][C:12]1[CH:11]=[CH:10][C:9]([N:4]2[C:5](=[O:8])[CH:6]=[CH:7][N:2]([CH3:1])[C:3]2=[O:22])=[CH:21][CH:20]=1)=[O:27], predict the reactants needed to synthesize it. The reactants are: [CH3:1][N:2]1[CH:7]=[CH:6][C:5](=[O:8])[N:4]([C:9]2[CH:21]=[CH:20][C:12]([CH2:13][C@@H:14]([C:16]([O:18][CH3:19])=[O:17])[NH2:15])=[CH:11][CH:10]=2)[C:3]1=[O:22].[F:23][C:24]1[CH:32]=[C:31]([NH:33][S:34]([C:37]2[CH:42]=[CH:41][C:40]([N:43]3[CH:47]=[CH:46][CH:45]=[CH:44]3)=[CH:39][CH:38]=2)(=[O:36])=[O:35])[CH:30]=[C:29]([F:48])[C:25]=1[C:26](O)=[O:27].CN(C(ON1N=NC2C=CC=NC1=2)=[N+](C)C)C.F[P-](F)(F)(F)(F)F.C(N(C(C)C)CC)(C)C. (3) Given the product [C:17]([C:19]1[CH:39]=[C:38]([C:2]2[N:3]=[C:4]([NH:8][C:9]3[C:10]([CH3:16])=[N:11][N:12]([CH2:14][CH3:15])[CH:13]=3)[N:5]=[CH:6][N:7]=2)[CH:37]=[CH:36][C:20]=1[O:21][C@H:22]1[CH2:27][CH2:26][N:25]([C:28]([O:30][C:31]([CH3:34])([CH3:33])[CH3:32])=[O:29])[CH2:24][C@H:23]1[F:35])#[N:18], predict the reactants needed to synthesize it. The reactants are: Cl[C:2]1[N:7]=[CH:6][N:5]=[C:4]([NH:8][C:9]2[C:10]([CH3:16])=[N:11][N:12]([CH2:14][CH3:15])[CH:13]=2)[N:3]=1.[C:17]([C:19]1[CH:39]=[C:38](B2OC(C)(C)C(C)(C)O2)[CH:37]=[CH:36][C:20]=1[O:21][C@H:22]1[CH2:27][CH2:26][N:25]([C:28]([O:30][C:31]([CH3:34])([CH3:33])[CH3:32])=[O:29])[CH2:24][C@H:23]1[F:35])#[N:18].C(=O)([O-])[O-].[Na+].[Na+].